This data is from Reaction yield outcomes from USPTO patents with 853,638 reactions. The task is: Predict the reaction yield, written as a fraction of the theoretical maximum amount of product (1.0 means a 100% yield; for example, 0.34 means a 34% yield). (1) The reactants are [NH:1]1[C:9]2[C:4](=[CH:5][CH:6]=[C:7]([C:10]([OH:12])=O)[CH:8]=2)[CH:3]=[CH:2]1.N1C=CC(N)=CC=1.C(OC(OC(OC(C)(C)C)=O)=O)(C)(C)C.[CH3:35][N:36]([CH3:41])[S:37]([NH2:40])(=[O:39])=[O:38].N12CCCN=C1CCCCC2. The catalyst is ClCCl. The product is [CH3:35][N:36]([CH3:41])[S:37]([NH:40][C:10]([C:7]1[CH:8]=[C:9]2[C:4]([CH:3]=[CH:2][NH:1]2)=[CH:5][CH:6]=1)=[O:12])(=[O:39])=[O:38]. The yield is 0.734. (2) The reactants are [H-].[H-].[H-].[H-].[Li+].[Al+3].C([O:9][C:10]([CH:12]1[CH2:17][C:16](=[O:18])[CH2:15][CH2:14][O:13]1)=O)C. The catalyst is C1COCC1. The product is [OH:9][CH2:10][CH:12]1[CH2:17][CH:16]([OH:18])[CH2:15][CH2:14][O:13]1. The yield is 0.610. (3) The reactants are [C:1]([O:11][CH2:12][C:13]1[CH:18]=[C:17]([N+:19]([O-])=O)[CH:16]=[C:15]([N+:22]([O-])=O)[CH:14]=1)(=[O:10])/[CH:2]=[CH:3]/[C:4]1[CH:9]=[CH:8][CH:7]=[CH:6][CH:5]=1.O. The catalyst is CC(C)=O.[Fe]. The product is [C:1]([O:11][CH2:12][C:13]1[CH:14]=[C:15]([NH2:22])[CH:16]=[C:17]([NH2:19])[CH:18]=1)(=[O:10])/[CH:2]=[CH:3]/[C:4]1[CH:5]=[CH:6][CH:7]=[CH:8][CH:9]=1. The yield is 0.600. (4) The reactants are [H-].[Na+].[NH2:3][C:4]1[CH:9]=[CH:8][C:7]([C:10]2[CH:15]=[CH:14][C:13]([C:16]([F:19])([F:18])[F:17])=[CH:12][CH:11]=2)=[CH:6][C:5]=1[C:20]#[N:21].[CH2:22](Br)[C:23]1[CH:28]=[CH:27][CH:26]=[CH:25][CH:24]=1.O. The catalyst is O1CCCC1. The product is [C:23]1([CH2:22][NH:3][C:4]2[CH:9]=[CH:8][C:7]([C:10]3[CH:11]=[CH:12][C:13]([C:16]([F:17])([F:18])[F:19])=[CH:14][CH:15]=3)=[CH:6][C:5]=2[C:20]#[N:21])[CH:28]=[CH:27][CH:26]=[CH:25][CH:24]=1. The yield is 0.300. (5) The reactants are [C:1]([CH:3](P(=O)(OCC)OCC)[CH3:4])#[N:2].[Li+].CC([N-]C(C)C)C.[Br:21][C:22]1[CH:38]=[CH:37][C:25]2[C:26](=O)[C:27]3[CH:34]=[CH:33][C:32]([F:35])=[CH:31][C:28]=3[O:29][CH2:30][C:24]=2[CH:23]=1.[Cl-].[NH4+]. The catalyst is C1COCC1. The product is [Br:21][C:22]1[CH:38]=[CH:37][C:25]2[C:26](=[C:3]([CH3:4])[C:1]#[N:2])[C:27]3[CH:34]=[CH:33][C:32]([F:35])=[CH:31][C:28]=3[O:29][CH2:30][C:24]=2[CH:23]=1. The yield is 0.920. (6) The reactants are C([O:3][C:4]([C:6]12[CH2:24][CH:23]1[CH:22]=[CH:21][CH2:20][CH2:19][CH2:18][CH2:17][CH2:16][N:15]([CH2:25][C:26]1[CH:31]=[CH:30][C:29]([O:32][CH3:33])=[CH:28][CH:27]=1)[C:14](=[O:34])[N:13]1[CH:9]([CH2:10][CH:11]([O:35][C:36]3[C:45]4[C:40](=[C:41]([CH3:48])[C:42]([O:46][CH3:47])=[CH:43][CH:44]=4)[N:39]=[C:38]([C:49]4[S:50][CH:51]=[C:52]([CH:54]([CH3:56])[CH3:55])[N:53]=4)[CH:37]=3)[CH2:12]1)[C:8](=[O:57])[NH:7]2)=[O:5])C.[Li+].[OH-].C(O)(=O)CC(CC(O)=O)(C(O)=O)O. The catalyst is C1COCC1.CO.O. The product is [CH:54]([C:52]1[N:53]=[C:49]([C:38]2[CH:37]=[C:36]([O:35][CH:11]3[CH2:10][CH:9]4[N:13]([C:14](=[O:34])[N:15]([CH2:25][C:26]5[CH:27]=[CH:28][C:29]([O:32][CH3:33])=[CH:30][CH:31]=5)[CH2:16][CH2:17][CH2:18][CH2:19][CH2:20][CH:21]=[CH:22][CH:23]5[C:6]([C:4]([OH:5])=[O:3])([NH:7][C:8]4=[O:57])[CH2:24]5)[CH2:12]3)[C:45]3[C:40](=[C:41]([CH3:48])[C:42]([O:46][CH3:47])=[CH:43][CH:44]=3)[N:39]=2)[S:50][CH:51]=1)([CH3:56])[CH3:55]. The yield is 0.600. (7) The reactants are [Cl:1][C:2]1[CH:3]=[CH:4][C:5]2[O:15][C:14]3[CH:16]=[CH:17][CH:18]=[CH:19][C:13]=3[C@H:8]3[CH2:9][N:10]([CH3:12])[CH2:11][C@@H:7]3[C:6]=2[CH:20]=1.[C:21]([OH:28])(=[O:27])/[CH:22]=[CH:23]\[C:24]([OH:26])=[O:25]. The catalyst is C(O)C. The product is [C:21]([OH:28])(=[O:27])/[CH:22]=[CH:23]\[C:24]([OH:26])=[O:25].[Cl:1][C:2]1[CH:3]=[CH:4][C:5]2[O:15][C:14]3[CH:16]=[CH:17][CH:18]=[CH:19][C:13]=3[C@H:8]3[CH2:9][N:10]([CH3:12])[CH2:11][C@@H:7]3[C:6]=2[CH:20]=1. The yield is 0.846. (8) The reactants are Cl[C:2]1[CH:10]=[C:9]([C:11]2[CH:16]=[CH:15][CH:14]=[CH:13][C:12]=2[CH3:17])[C:5]([C:6]([NH2:8])=[O:7])=[CH:4][N:3]=1.[CH3:18][N:19]1[CH2:24][CH2:23][NH:22][CH2:21][CH2:20]1. No catalyst specified. The product is [CH3:18][N:19]1[CH2:24][CH2:23][N:22]([C:2]2[CH:10]=[C:9]([C:11]3[CH:16]=[CH:15][CH:14]=[CH:13][C:12]=3[CH3:17])[C:5]([C:6]([NH2:8])=[O:7])=[CH:4][N:3]=2)[CH2:21][CH2:20]1. The yield is 0.950. (9) The reactants are Br[C:2]1[CH:7]=[CH:6][CH:5]=[CH:4][C:3]=1[CH2:8][CH3:9].N#N.[CH3:12][CH2:13][OH:14].[Li][CH:16](CC)C.C1CCCCC1.B(F)(F)F.C(OCC)C. The catalyst is C1COCC1. The product is [CH2:8]([C:3]1[CH:4]=[CH:5][CH:6]=[CH:7][C:2]=1[CH2:12][C@H:13]([OH:14])[CH3:16])[CH3:9]. The yield is 0.260.